From a dataset of Full USPTO retrosynthesis dataset with 1.9M reactions from patents (1976-2016). Predict the reactants needed to synthesize the given product. (1) Given the product [CH:36]1([CH2:39][N:18]2[CH2:17][CH2:16][C:15]3[C:20](=[CH:21][CH:22]=[CH:23][C:14]=3[NH:13][CH2:12][C:11]([N:10]([CH:7]3[CH2:8][CH2:9][N:4]([CH3:3])[CH2:5][CH2:6]3)[CH2:25][C:26]3[CH:31]=[CH:30][CH:29]=[CH:28][C:27]=3[C:32]([F:35])([F:33])[F:34])=[O:24])[CH2:19]2)[CH2:38][CH2:37]1, predict the reactants needed to synthesize it. The reactants are: Cl.Cl.[CH3:3][N:4]1[CH2:9][CH2:8][CH:7]([N:10]([CH2:25][C:26]2[CH:31]=[CH:30][CH:29]=[CH:28][C:27]=2[C:32]([F:35])([F:34])[F:33])[C:11](=[O:24])[CH2:12][NH:13][C:14]2[CH:23]=[CH:22][CH:21]=[C:20]3[C:15]=2[CH2:16][CH2:17][NH:18][CH2:19]3)[CH2:6][CH2:5]1.[CH:36]1([CH:39]=O)[CH2:38][CH2:37]1.[BH3-]C#N.[Na+].O. (2) Given the product [Br:1][C:2]1[C:10]([I:11])=[CH:9][C:5]([C:6]([OH:8])=[O:7])=[CH:4][C:3]=1[OH:13], predict the reactants needed to synthesize it. The reactants are: [Br:1][C:2]1[C:10]([I:11])=[CH:9][C:5]([C:6]([OH:8])=[O:7])=[CH:4][C:3]=1I.[OH-:13].[Na+].Cl. (3) The reactants are: Cl[C:2]1[C:3]2[CH:17]=[CH:16][C:15]([C:18]3[C:23]([Cl:24])=[CH:22][CH:21]=[CH:20][N:19]=3)=[N:14][C:4]=2[N:5]=[C:6]([CH2:8][O:9][CH2:10][CH:11]([CH3:13])[CH3:12])[N:7]=1.[CH3:25][N:26]1[C:34]2[C:29](=[CH:30][C:31](N)=[CH:32][CH:33]=2)[C:28]([CH3:37])([CH3:36])[CH2:27]1.C(#[N:40])C. Given the product [Cl:24][C:23]1[C:18]([C:15]2[CH:16]=[CH:17][C:3]3[C:2]([NH:40][C:32]4[CH:33]=[C:34]5[C:29]([C:28]([CH3:37])([CH3:36])[CH2:27][N:26]5[CH3:25])=[CH:30][CH:31]=4)=[N:7][C:6]([CH2:8][O:9][CH2:10][CH:11]([CH3:13])[CH3:12])=[N:5][C:4]=3[N:14]=2)=[N:19][CH:20]=[CH:21][CH:22]=1, predict the reactants needed to synthesize it.